Dataset: Reaction yield outcomes from USPTO patents with 853,638 reactions. Task: Predict the reaction yield, written as a fraction of the theoretical maximum amount of product (1.0 means a 100% yield; for example, 0.34 means a 34% yield). (1) The reactants are Br[C:2]1[CH:9]=[CH:8][C:5]([C:6]#[N:7])=[CH:4][CH:3]=1.[NH2:10][C@H:11]1[CH2:16][CH2:15][CH2:14][C@H:13]([NH:17][C:18](=[O:24])[O:19][C:20]([CH3:23])([CH3:22])[CH3:21])[CH2:12]1.CC(C)([O-])C.[Na+].[Cl-].[NH4+]. The catalyst is C1(C)C=CC=CC=1.C1C=CC(/C=C/C(/C=C/C2C=CC=CC=2)=O)=CC=1.C1C=CC(/C=C/C(/C=C/C2C=CC=CC=2)=O)=CC=1.C1C=CC(/C=C/C(/C=C/C2C=CC=CC=2)=O)=CC=1.[Pd].[Pd].C1(P(C2C=CC=CC=2)C2C=CC3C(=CC=CC=3)C=2C2C3C(=CC=CC=3)C=CC=2P(C2C=CC=CC=2)C2C=CC=CC=2)C=CC=CC=1.O.C(OCC)(=O)C. The product is [C:6]([C:5]1[CH:8]=[CH:9][C:2]([NH:10][C@H:11]2[CH2:16][CH2:15][CH2:14][C@H:13]([NH:17][C:18](=[O:24])[O:19][C:20]([CH3:22])([CH3:21])[CH3:23])[CH2:12]2)=[CH:3][CH:4]=1)#[N:7]. The yield is 0.410. (2) The reactants are CC([N:5]([CH2:9][C:10]1[CH:15]=[CH:14][C:13]([CH2:16][N:17]2[C:25]3[C:20](=[C:21]([O:26][CH3:27])[CH:22]=[CH:23][CH:24]=3)[C:19]([NH:28][S:29]([C:32]3[S:33][C:34]([Cl:37])=[CH:35][CH:36]=3)(=[O:31])=[O:30])=[N:18]2)=[CH:12][CH:11]=1)[C:6](=[O:8])[O-:7])(C)C.Cl. The catalyst is ClCCl. The product is [CH:6]([OH:8])=[O:7].[NH2:5][CH2:9][C:10]1[CH:11]=[CH:12][C:13]([CH2:16][N:17]2[C:25]3[C:20](=[C:21]([O:26][CH3:27])[CH:22]=[CH:23][CH:24]=3)[C:19]([NH:28][S:29]([C:32]3[S:33][C:34]([Cl:37])=[CH:35][CH:36]=3)(=[O:31])=[O:30])=[N:18]2)=[CH:14][CH:15]=1. The yield is 0.830.